From a dataset of Catalyst prediction with 721,799 reactions and 888 catalyst types from USPTO. Predict which catalyst facilitates the given reaction. (1) Reactant: [F:1][C:2]1[CH:7]=[CH:6][C:5]([S:8][CH2:9][CH:10]2[CH2:16][C:13]3([CH2:15][CH2:14]3)[CH2:12][CH:11]2[C:17]([O:19]CC)=[O:18])=[CH:4][CH:3]=1.COCCOC.[OH-].[Li+].O. Product: [F:1][C:2]1[CH:3]=[CH:4][C:5]([S:8][CH2:9][CH:10]2[CH2:16][C:13]3([CH2:14][CH2:15]3)[CH2:12][CH:11]2[C:17]([OH:19])=[O:18])=[CH:6][CH:7]=1. The catalyst class is: 5. (2) Reactant: Br[C:2]1[S:6][C:5]([CH:7]([OH:12])[C:8]([F:11])([F:10])[F:9])=[CH:4][CH:3]=1.[CH3:13][S:14][C:15]1[CH:20]=[CH:19][C:18](B(O)O)=[CH:17][CH:16]=1.C([O-])([O-])=O.[K+].[K+]. Product: [F:9][C:8]([F:11])([F:10])[C:7]([C:5]1[S:6][C:2]([C:18]2[CH:19]=[CH:20][C:15]([S:14][CH3:13])=[CH:16][CH:17]=2)=[CH:3][CH:4]=1)=[O:12]. The catalyst class is: 88. (3) Reactant: [O:1]=O.[CH2:3]([N:5]1[C:11]2[N:12]=[CH:13][C:14]([CH2:16][CH:17]=C)=[CH:15][C:10]=2[C:9](=[O:19])[NH:8][C:7]2[C:20]([CH3:25])=[CH:21][C:22]([F:24])=[N:23][C:6]1=2)[CH3:4].[BH4-].[Na+].[NH4+].[Cl-]. Product: [CH2:3]([N:5]1[C:11]2[N:12]=[CH:13][C:14]([CH2:16][CH2:17][OH:1])=[CH:15][C:10]=2[C:9](=[O:19])[NH:8][C:7]2[C:20]([CH3:25])=[CH:21][C:22]([F:24])=[N:23][C:6]1=2)[CH3:4]. The catalyst class is: 61. (4) Reactant: [Cl:1][C:2]1[CH:7]=[CH:6][CH:5]=[CH:4][C:3]=1[C:8]1[O:12][C:11](I)=[N:10][C:9]=1[C:14]1[N:18]([CH2:19][O:20][CH2:21][CH2:22][Si:23]([CH3:26])([CH3:25])[CH3:24])[CH:17]=[N:16][N:15]=1.[C:27]([NH:30][C:31]1[CH:36]=[CH:35][C:34](B(O)O)=[CH:33][CH:32]=1)(=[O:29])[CH3:28].C(=O)([O-])[O-].[Cs+].[Cs+]. Product: [Cl:1][C:2]1[CH:7]=[CH:6][CH:5]=[CH:4][C:3]=1[C:8]1[O:12][C:11]([C:34]2[CH:35]=[CH:36][C:31]([NH:30][C:27](=[O:29])[CH3:28])=[CH:32][CH:33]=2)=[N:10][C:9]=1[C:14]1[N:18]([CH2:19][O:20][CH2:21][CH2:22][Si:23]([CH3:26])([CH3:25])[CH3:24])[CH:17]=[N:16][N:15]=1. The catalyst class is: 70. (5) Reactant: [C-]#N.[K+].C([O:7][CH2:8][C:9]1[C:14]([F:15])=[CH:13][C:12]([S:16](=[O:23])(=[O:22])[N:17]=[CH:18][N:19]([CH3:21])[CH3:20])=[CH:11][C:10]=1[Cl:24])(=O)C. Product: [Cl:24][C:10]1[CH:11]=[C:12]([S:16]([N:17]=[CH:18][N:19]([CH3:21])[CH3:20])(=[O:22])=[O:23])[CH:13]=[C:14]([F:15])[C:9]=1[CH2:8][OH:7]. The catalyst class is: 5. (6) Reactant: C[O:2][C:3](=[O:36])[C:4]1[CH:9]=[CH:8][C:7]([NH:10][C:11]([N:13]([CH:29]2[CH2:34][CH2:33][CH2:32][CH2:31][CH2:30]2)[C:14]2[N:15]([C:23]3[CH:28]=[CH:27][CH:26]=[CH:25][CH:24]=3)[N:16]=[C:17]3[C:22]=2[CH:21]=[CH:20][CH:19]=[CH:18]3)=[O:12])=[C:6]([Cl:35])[CH:5]=1.[OH-].[Li+]. Product: [Cl:35][C:6]1[CH:5]=[C:4]([CH:9]=[CH:8][C:7]=1[NH:10][C:11]([N:13]([CH:29]1[CH2:34][CH2:33][CH2:32][CH2:31][CH2:30]1)[C:14]1[N:15]([C:23]2[CH:28]=[CH:27][CH:26]=[CH:25][CH:24]=2)[N:16]=[C:17]2[C:22]=1[CH:21]=[CH:20][CH:19]=[CH:18]2)=[O:12])[C:3]([OH:36])=[O:2]. The catalyst class is: 36.